This data is from Blood-brain barrier penetration binary classification data from Martins et al.. The task is: Regression/Classification. Given a drug SMILES string, predict its absorption, distribution, metabolism, or excretion properties. Task type varies by dataset: regression for continuous measurements (e.g., permeability, clearance, half-life) or binary classification for categorical outcomes (e.g., BBB penetration, CYP inhibition). Dataset: bbb_martins. (1) The drug is CNCCCC1(C)C(=O)N(c2ccccc2)c2ccccc21. The result is 1 (penetrates BBB). (2) The result is 1 (penetrates BBB). The compound is CN(C)CCN1C(=O)CC(c2ccccc2)Sc2ccccc21. (3) The drug is CC(=O)C12OC(C)(C)OC1CC1C3CCC4=CC(=O)CCC4(C)C3CCC12C. The result is 1 (penetrates BBB). (4) The drug is CN1CCN=C(c2ccccc2)c2cc(Cl)ccc21. The result is 1 (penetrates BBB).